From a dataset of Reaction yield outcomes from USPTO patents with 853,638 reactions. Predict the reaction yield, written as a fraction of the theoretical maximum amount of product (1.0 means a 100% yield; for example, 0.34 means a 34% yield). (1) The reactants are [C:1](=[N:4][O:5][CH:6]([CH3:10])[C:7]([OH:9])=[O:8])([CH3:3])[CH3:2].[CH3:11][CH2:12][O-].[Na+].CC(=NO)C.BrC(C)C(OCC)=O. No catalyst specified. The product is [C:1](=[N:4][O:5][CH:6]([CH3:10])[C:7]([O:9][CH2:11][CH3:12])=[O:8])([CH3:3])[CH3:2]. The yield is 0.830. (2) The reactants are [C:1]([O:5][C:6]([NH:8][CH2:9][C:10]1[CH:32]=[CH:31][C:13]([C:14]([NH:16][CH2:17][C:18]2[CH:30]=[CH:29][C:21]([O:22][CH2:23][CH2:24][C:25]([O:27]C)=[O:26])=[CH:20][CH:19]=2)=[O:15])=[CH:12][CH:11]=1)=[O:7])([CH3:4])([CH3:3])[CH3:2].O.[OH-].[Li+]. The catalyst is C1COCC1.O. The product is [C:1]([O:5][C:6]([NH:8][CH2:9][C:10]1[CH:32]=[CH:31][C:13]([C:14]([NH:16][CH2:17][C:18]2[CH:19]=[CH:20][C:21]([O:22][CH2:23][CH2:24][C:25]([OH:27])=[O:26])=[CH:29][CH:30]=2)=[O:15])=[CH:12][CH:11]=1)=[O:7])([CH3:4])([CH3:2])[CH3:3]. The yield is 0.880.